This data is from Full USPTO retrosynthesis dataset with 1.9M reactions from patents (1976-2016). The task is: Predict the reactants needed to synthesize the given product. (1) Given the product [F:1][C:2]1[CH:3]=[CH:4][C:5]([C:8]2[C:17]3[C:12](=[CH:13][CH:14]=[CH:15][CH:16]=3)[C:11]([N:18]3[CH2:23][CH2:22][NH:21][C@@H:20]([CH3:31])[CH2:19]3)=[N:10][N:9]=2)=[CH:6][CH:7]=1, predict the reactants needed to synthesize it. The reactants are: [F:1][C:2]1[CH:7]=[CH:6][C:5]([C:8]2[C:17]3[C:12](=[CH:13][CH:14]=[CH:15][CH:16]=3)[C:11]([N:18]3[CH2:23][CH2:22][N:21](C(OC(C)(C)C)=O)[C@@H:20]([CH3:31])[CH2:19]3)=[N:10][N:9]=2)=[CH:4][CH:3]=1.Cl.CO. (2) Given the product [NH2:1][C:2]1[C:7]([C:8]2[CH:9]=[C:10]([NH:16][S:17]([C:20]3[CH:21]=[CH:22][C:23]([OH:26])=[CH:24][CH:25]=3)(=[O:19])=[O:18])[C:11]([CH2:14][CH3:15])=[N:12][CH:13]=2)=[C:6]([NH:28][C@H:29]([C:31]2[N:36]([C:37]3[CH:42]=[CH:41][CH:40]=[CH:39][CH:38]=3)[C:35](=[O:43])[C:34]3=[C:44]([CH3:47])[CH:45]=[CH:46][N:33]3[N:32]=2)[CH3:30])[N:5]=[CH:4][N:3]=1, predict the reactants needed to synthesize it. The reactants are: [NH2:1][C:2]1[C:7]([C:8]2[CH:9]=[C:10]([NH:16][S:17]([C:20]3[CH:25]=[CH:24][C:23]([O:26]C)=[CH:22][CH:21]=3)(=[O:19])=[O:18])[C:11]([CH2:14][CH3:15])=[N:12][CH:13]=2)=[C:6]([NH:28][C@H:29]([C:31]2[N:36]([C:37]3[CH:42]=[CH:41][CH:40]=[CH:39][CH:38]=3)[C:35](=[O:43])[C:34]3=[C:44]([CH3:47])[CH:45]=[CH:46][N:33]3[N:32]=2)[CH3:30])[N:5]=[CH:4][N:3]=1.B(Br)(Br)Br. (3) Given the product [CH3:1][O:2][C:3]1[CH:4]=[C:5]([CH:26]=[CH:27][CH:28]=1)[CH2:6][O:7][C:8]1[CH:13]=[CH:12][C:11]([CH:14]([CH:15]=[C:16]([CH3:17])[CH3:18])[CH2:19][C:20]([OH:22])=[O:21])=[CH:10][CH:9]=1, predict the reactants needed to synthesize it. The reactants are: [CH3:1][O:2][C:3]1[CH:4]=[C:5]([CH:26]=[CH:27][CH:28]=1)[CH2:6][O:7][C:8]1[CH:13]=[CH:12][C:11]([CH:14]([CH:19](C(O)=O)[C:20]([OH:22])=[O:21])[CH:15]=[C:16]([CH3:18])[CH3:17])=[CH:10][CH:9]=1.